This data is from Reaction yield outcomes from USPTO patents with 853,638 reactions. The task is: Predict the reaction yield, written as a fraction of the theoretical maximum amount of product (1.0 means a 100% yield; for example, 0.34 means a 34% yield). (1) The reactants are [NH2:1][CH2:2][C:3]1[CH:4]=[CH:5][C:6]([CH2:11][N:12]([CH2:21][C:22]2[C:27]([CH3:28])=[CH:26][CH:25]=[CH:24][N:23]=2)[C@H:13]([C:15]2[CH:20]=[CH:19][CH:18]=[CH:17][N:16]=2)[CH3:14])=[C:7]([CH2:9][OH:10])[CH:8]=1.[CH3:29][C:30](OC(C)=O)=[O:31].CCN(CC)CC.C([O-])(O)=O.[Na+]. The catalyst is C(Cl)Cl. The product is [OH:10][CH2:9][C:7]1[CH:8]=[C:3]([CH:4]=[CH:5][C:6]=1[CH2:11][N:12]([CH2:21][C:22]1[C:27]([CH3:28])=[CH:26][CH:25]=[CH:24][N:23]=1)[CH:13]([C:15]1[CH:20]=[CH:19][CH:18]=[CH:17][N:16]=1)[CH3:14])[CH2:2][NH:1][C:30](=[O:31])[CH3:29]. The yield is 0.640. (2) The reactants are [CH2:1]([O:8][N:9]1[C:15](=[O:16])[N:14]2[CH2:17][C@H:10]1[CH2:11][CH2:12][C@H:13]2[C:18]([OH:20])=O)[C:2]1[CH:7]=[CH:6][CH:5]=[CH:4][CH:3]=1.[NH2:21][O:22][CH2:23][C:24]1[N:28]([CH3:29])[CH:27]=[N:26][CH:25]=1.ON1C2C=CC=CC=2N=N1.Cl.C(N=C=NCCCN(C)C)C. The catalyst is C(Cl)Cl. The product is [CH2:1]([O:8][N:9]1[C:15](=[O:16])[N:14]2[CH2:17][C@H:10]1[CH2:11][CH2:12][C@H:13]2[C:18]([NH:21][O:22][CH2:23][C:24]1[N:28]([CH3:29])[CH:27]=[N:26][CH:25]=1)=[O:20])[C:2]1[CH:3]=[CH:4][CH:5]=[CH:6][CH:7]=1. The yield is 1.00. (3) The reactants are [Cl:1][C:2]1[CH:13]=[C:12]([O:14]C)[CH:11]=[CH:10][C:3]=1[O:4][C:5]1[S:6][CH:7]=[CH:8][N:9]=1.B(Br)(Br)Br. The catalyst is ClCCl. The product is [Cl:1][C:2]1[CH:13]=[C:12]([OH:14])[CH:11]=[CH:10][C:3]=1[O:4][C:5]1[S:6][CH:7]=[CH:8][N:9]=1. The yield is 0.700. (4) The reactants are [NH:1]1[CH:5]=[CH:4][C:3]([CH2:6][C:7]#[N:8])=[N:2]1.[Cl:9][C:10]1[CH:21]=[CH:20][CH:19]=[CH:18][C:11]=1[CH:12]=[C:13]([C:16]#[N:17])[C:14]#[N:15].N1CCCCC1. The catalyst is CCO. The product is [NH2:17][C:16]1[N:2]2[N:1]=[CH:5][CH:4]=[C:3]2[C:6]([C:7]#[N:8])=[C:12]([C:11]2[CH:18]=[CH:19][CH:20]=[CH:21][C:10]=2[Cl:9])[C:13]=1[C:14]#[N:15]. The yield is 0.150. (5) The reactants are [CH3:1][CH:2]1[CH2:6][CH2:5][CH2:4][NH:3]1.Cl[CH2:8][CH2:9][C:10]1[N:11]=[N:12][C:13]2[C:18]([CH:19]=1)=[CH:17][CH:16]=[C:15]([C:20]1[CH:27]=[CH:26][C:23]([C:24]#[N:25])=[CH:22][CH:21]=1)[CH:14]=2. No catalyst specified. The product is [CH3:1][CH:2]1[CH2:6][CH2:5][CH2:4][N:3]1[CH2:8][CH2:9][C:10]1[N:11]=[N:12][C:13]2[C:18]([CH:19]=1)=[CH:17][CH:16]=[C:15]([C:20]1[CH:27]=[CH:26][C:23]([C:24]#[N:25])=[CH:22][CH:21]=1)[CH:14]=2. The yield is 0.430.